Dataset: NCI-60 drug combinations with 297,098 pairs across 59 cell lines. Task: Regression. Given two drug SMILES strings and cell line genomic features, predict the synergy score measuring deviation from expected non-interaction effect. (1) Drug 1: CC1=C(C=C(C=C1)NC2=NC=CC(=N2)N(C)C3=CC4=NN(C(=C4C=C3)C)C)S(=O)(=O)N.Cl. Drug 2: C1=NC2=C(N=C(N=C2N1C3C(C(C(O3)CO)O)F)Cl)N. Cell line: RPMI-8226. Synergy scores: CSS=-17.3, Synergy_ZIP=4.41, Synergy_Bliss=-3.98, Synergy_Loewe=-13.8, Synergy_HSA=-11.6. (2) Drug 1: CC1CCC2CC(C(=CC=CC=CC(CC(C(=O)C(C(C(=CC(C(=O)CC(OC(=O)C3CCCCN3C(=O)C(=O)C1(O2)O)C(C)CC4CCC(C(C4)OC)OCCO)C)C)O)OC)C)C)C)OC. Drug 2: CN(CC1=CN=C2C(=N1)C(=NC(=N2)N)N)C3=CC=C(C=C3)C(=O)NC(CCC(=O)O)C(=O)O. Cell line: MDA-MB-231. Synergy scores: CSS=6.37, Synergy_ZIP=-1.59, Synergy_Bliss=0.187, Synergy_Loewe=3.30, Synergy_HSA=1.09. (3) Drug 1: CN(C)N=NC1=C(NC=N1)C(=O)N. Drug 2: COC1=C2C(=CC3=C1OC=C3)C=CC(=O)O2. Cell line: MOLT-4. Synergy scores: CSS=25.2, Synergy_ZIP=15.2, Synergy_Bliss=15.3, Synergy_Loewe=12.9, Synergy_HSA=13.6. (4) Drug 1: COC1=C(C=C2C(=C1)N=CN=C2NC3=CC(=C(C=C3)F)Cl)OCCCN4CCOCC4. Drug 2: C1=NC2=C(N1)C(=S)N=CN2. Cell line: MDA-MB-231. Synergy scores: CSS=12.9, Synergy_ZIP=-15.2, Synergy_Bliss=-25.3, Synergy_Loewe=-25.7, Synergy_HSA=-23.6.